Predict which catalyst facilitates the given reaction. From a dataset of Catalyst prediction with 721,799 reactions and 888 catalyst types from USPTO. (1) Reactant: [Cl:1][C:2]1[CH:3]=[C:4]([C:10]([N:12]2[C:17]3[CH:18]=[C:19]([O:22]C)[CH:20]=[CH:21][C:16]=3[O:15][CH2:14][CH2:13]2)=[O:11])[CH:5]=[C:6]([Cl:9])[C:7]=1[OH:8].B(Br)(Br)Br.O. Product: [Cl:1][C:2]1[CH:3]=[C:4]([C:10]([N:12]2[C:17]3[CH:18]=[C:19]([OH:22])[CH:20]=[CH:21][C:16]=3[O:15][CH2:14][CH2:13]2)=[O:11])[CH:5]=[C:6]([Cl:9])[C:7]=1[OH:8]. The catalyst class is: 2. (2) Reactant: [C:1]([Br:5])(Br)(Br)Br.[CH3:6][C:7]([Si:10]([CH3:19])([CH3:18])[O:11][CH2:12][CH2:13][O:14][CH2:15]CO)([CH3:9])[CH3:8].C1(P(C2C=CC=CC=2)C2C=CC=CC=2)C=CC=CC=1. Product: [Br:5][CH2:1][CH2:15][O:14][CH2:13][CH2:12][O:11][Si:10]([C:7]([CH3:9])([CH3:8])[CH3:6])([CH3:19])[CH3:18]. The catalyst class is: 2. (3) Reactant: [F:1][C:2]1[CH:7]=[CH:6][C:5]([C:8]2[C:16]3[C:15]([O:17][CH2:18][CH2:19][CH2:20][O:21][C:22]4[CH:23]=[C:24]([CH:26]=[CH:27][CH:28]=4)[NH2:25])=[N:14][CH:13]=[N:12][C:11]=3[S:10][CH:9]=2)=[CH:4][CH:3]=1.[CH:29]([N:32]([CH:35](C)C)CC)(C)[CH3:30].ClC(Cl)([O:41]C(=O)OC(Cl)(Cl)Cl)Cl.C(N)C. Product: [CH2:29]([NH:32][C:35]([NH:25][C:24]1[CH:26]=[CH:27][CH:28]=[C:22]([O:21][CH2:20][CH2:19][CH2:18][O:17][C:15]2[C:16]3[C:8]([C:5]4[CH:6]=[CH:7][C:2]([F:1])=[CH:3][CH:4]=4)=[CH:9][S:10][C:11]=3[N:12]=[CH:13][N:14]=2)[CH:23]=1)=[O:41])[CH3:30]. The catalyst class is: 4. (4) The catalyst class is: 39. Reactant: [C:1]([O:5][C@@H:6]([C:12]1[C:36]([CH3:37])=[CH:35][C:15]2[N:16]=[C:17]([C:19]3[CH:24]=[CH:23][N:22]=[C:21]([C:25]4[CH:33]=[C:32]5[C:28]([C:29]([F:34])=[N:30][NH:31]5)=[CH:27][CH:26]=4)[CH:20]=3)[S:18][C:14]=2[C:13]=1[C:38]1[CH:43]=[CH:42][C:41]([Cl:44])=[CH:40][CH:39]=1)[C:7]([O:9][CH2:10][CH3:11])=[O:8])([CH3:4])([CH3:3])[CH3:2].[C:45](=O)([O-])[O-].[Cs+].[Cs+].IC. Product: [C:1]([O:5][C@@H:6]([C:12]1[C:36]([CH3:37])=[CH:35][C:15]2[N:16]=[C:17]([C:19]3[CH:24]=[CH:23][N:22]=[C:21]([C:25]4[CH:33]=[C:32]5[C:28]([C:29]([F:34])=[N:30][N:31]5[CH3:45])=[CH:27][CH:26]=4)[CH:20]=3)[S:18][C:14]=2[C:13]=1[C:38]1[CH:39]=[CH:40][C:41]([Cl:44])=[CH:42][CH:43]=1)[C:7]([O:9][CH2:10][CH3:11])=[O:8])([CH3:2])([CH3:3])[CH3:4]. (5) Reactant: [Cl:1][C:2]1[CH:23]=[CH:22][C:5]([CH2:6][CH2:7][O:8][C:9]2[N:14]=[N:13][C:12]([C:15]3[CH:16]=[C:17]([CH:19]=[CH:20][CH:21]=3)[NH2:18])=[CH:11][CH:10]=2)=[CH:4][CH:3]=1.N1C=CC=CC=1.[C:30]([C:32]1[CH:37]=[CH:36][C:35]([S:38](Cl)(=[O:40])=[O:39])=[CH:34][CH:33]=1)#[N:31]. Product: [Cl:1][C:2]1[CH:3]=[CH:4][C:5]([CH2:6][CH2:7][O:8][C:9]2[N:14]=[N:13][C:12]([C:15]3[CH:16]=[C:17]([NH:18][S:38]([C:35]4[CH:34]=[CH:33][C:32]([C:30]#[N:31])=[CH:37][CH:36]=4)(=[O:40])=[O:39])[CH:19]=[CH:20][CH:21]=3)=[CH:11][CH:10]=2)=[CH:22][CH:23]=1. The catalyst class is: 4.